From a dataset of Catalyst prediction with 721,799 reactions and 888 catalyst types from USPTO. Predict which catalyst facilitates the given reaction. Reactant: [CH3:1][C:2]1[CH:7]=[C:6]([CH3:8])[NH:5][C:4](=[O:9])[C:3]=1[CH2:10][NH:11][CH2:12][CH2:13][O:14][C:15]1[C:24]([O:25][CH:26]([CH3:28])[CH3:27])=[CH:23][CH:22]=[CH:21][C:16]=1[C:17](OC)=[O:18].[OH-].[Na+].C(N(CC)CC)C.CN(C(ON1N=NC2C=CC=NC1=2)=[N+](C)C)C.F[P-](F)(F)(F)(F)F. Product: [CH3:1][C:2]1[CH:7]=[C:6]([CH3:8])[NH:5][C:4](=[O:9])[C:3]=1[CH2:10][N:11]1[C:17](=[O:18])[C:16]2[CH:21]=[CH:22][CH:23]=[C:24]([O:25][CH:26]([CH3:28])[CH3:27])[C:15]=2[O:14][CH2:13][CH2:12]1. The catalyst class is: 5.